The task is: Regression/Classification. Given a drug SMILES string, predict its absorption, distribution, metabolism, or excretion properties. Task type varies by dataset: regression for continuous measurements (e.g., permeability, clearance, half-life) or binary classification for categorical outcomes (e.g., BBB penetration, CYP inhibition). For this dataset (solubility_aqsoldb), we predict Y.. This data is from Aqueous solubility values for 9,982 compounds from the AqSolDB database. (1) The molecule is O=[Sn]([O-])[O-].[Ca+2]. The Y is -5.62 log mol/L. (2) The molecule is CCl. The Y is -0.880 log mol/L. (3) The molecule is O=C(O)Cn1ccc2cc3c(Nc4cccc(Br)c4)ncnc3cc21. The Y is -1.96 log mol/L. (4) The drug is O=C(O)c1ccc(C(=O)O)cc1. The Y is -4.04 log mol/L. (5) The compound is COc1cc(OC)n2nc(S(=O)(=O)Nc3c(Cl)ccc(C)c3Cl)nc2n1. The Y is -3.32 log mol/L. (6) The drug is CCCCCOC(=O)C(N)Cc1ccc(O)c(O)c1. The Y is -0.990 log mol/L. (7) The drug is O=C(O)c1ccc2ncccc2c1. The Y is -0.0456 log mol/L. (8) The compound is O=C(O)c1ccc(Br)cc1. The Y is -3.53 log mol/L.